Dataset: Catalyst prediction with 721,799 reactions and 888 catalyst types from USPTO. Task: Predict which catalyst facilitates the given reaction. (1) Reactant: [C:1]([O:5][C:6]([N:8]1[C:13]2[CH:14]=[C:15]([Cl:19])[C:16]([NH2:18])=[CH:17][C:12]=2[O:11][CH:10]([C:20](=[O:39])[N:21]([CH2:23][CH2:24][C:25]([C:37]#[N:38])([CH2:35][CH3:36])[CH2:26]/[C:27](/[CH:33]=[CH2:34])=[CH:28]/[CH:29]=[C:30](/[F:32])\[CH3:31])[CH3:22])[CH2:9]1)=[O:7])([CH3:4])([CH3:3])[CH3:2].[N:40]#[C:41]Br. Product: [C:1]([O:5][C:6]([N:8]1[C:13]2[CH:14]=[C:15]([Cl:19])[C:16]([NH:18][C:41]#[N:40])=[CH:17][C:12]=2[O:11][CH:10]([C:20](=[O:39])[N:21]([CH2:23][CH2:24][C:25]([C:37]#[N:38])([CH2:35][CH3:36])[CH2:26]/[C:27](/[CH:33]=[CH2:34])=[CH:28]/[CH:29]=[C:30](/[F:32])\[CH3:31])[CH3:22])[CH2:9]1)=[O:7])([CH3:2])([CH3:3])[CH3:4]. The catalyst class is: 27. (2) Reactant: Cl.[CH:2]1([C:7]2[N:8]=[CH:9][NH:10][C:11]=2[NH2:12])[CH2:6][CH2:5][CH2:4][CH2:3]1.[C:13]([O:16][CH2:17][C:18](=[N:21][C:22]([O:24][CH2:25][CH3:26])=[O:23])OC)(=[O:15])[CH3:14].C(N(CC)CC)C. Product: [C:13]([O:16][CH2:17][C:18]([NH:12][C:11]1[NH:10][CH:9]=[N:8][C:7]=1[CH:2]1[CH2:3][CH2:4][CH2:5][CH2:6]1)=[N:21][C:22]([O:24][CH2:25][CH3:26])=[O:23])(=[O:15])[CH3:14]. The catalyst class is: 12. (3) Reactant: [Si]([O:8][CH2:9][CH2:10][C@H:11]([NH:19][C:20]1[O:21][C:22]([CH3:38])([CH3:37])[CH:23]([C:28]2[CH:33]=[CH:32][C:31]([C:34](=[O:36])[CH3:35])=[CH:30][CH:29]=2)[S:24](=[O:27])(=[O:26])[N:25]=1)[C:12]1[CH:17]=[CH:16][CH:15]=[CH:14][C:13]=1[F:18])(C(C)(C)C)(C)C.[CH3:39][Mg]Br.[Cl-].[NH4+].O. Product: [F:18][C:13]1[CH:14]=[CH:15][CH:16]=[CH:17][C:12]=1[C@@H:11]([NH:19][C:20]1[O:21][C:22]([CH3:37])([CH3:38])[CH:23]([C:28]2[CH:33]=[CH:32][C:31]([C:34]([OH:36])([CH3:39])[CH3:35])=[CH:30][CH:29]=2)[S:24](=[O:27])(=[O:26])[N:25]=1)[CH2:10][CH2:9][OH:8]. The catalyst class is: 1. (4) Reactant: [C:1]1([C:7]2[CH:12]=[CH:11][C:10]([OH:13])=[CH:9][CH:8]=2)[CH:6]=[CH:5][CH:4]=[CH:3][CH:2]=1.C([O-])([O-])=O.[K+].[K+].[CH2:20](Br)[CH:21]=[CH2:22]. Product: [CH2:22]([O:13][C:10]1[CH:9]=[CH:8][C:7]([C:1]2[CH:2]=[CH:3][CH:4]=[CH:5][CH:6]=2)=[CH:12][CH:11]=1)[CH:21]=[CH2:20]. The catalyst class is: 21. (5) Reactant: C(OC(=O)[NH:7][C@H:8]([C:11]1[CH:16]=[CH:15][CH:14]=[CH:13][CH:12]=1)[CH2:9][NH2:10])(C)(C)C.[C:18]1(=O)[CH2:23][CH2:22][CH2:21][CH2:20][CH2:19]1.[BH-](OC(C)=O)(OC(C)=O)OC(C)=O.[Na+]. Product: [CH:18]1([NH:10][CH2:9][C@@H:8]([C:11]2[CH:12]=[CH:13][CH:14]=[CH:15][CH:16]=2)[NH2:7])[CH2:23][CH2:22][CH2:21][CH2:20][CH2:19]1. The catalyst class is: 2.